This data is from Forward reaction prediction with 1.9M reactions from USPTO patents (1976-2016). The task is: Predict the product of the given reaction. (1) The product is: [CH3:40][O:39][C:33]1[CH:32]=[C:31]([CH:36]=[CH:35][C:34]=1[O:37][CH3:38])[C:30]([NH:29][C:26]1[CH:25]=[CH:24][C:23]([C:20]([CH3:22])([CH3:21])[CH2:19][NH:18][C:15]([C:5]2[C:4]3[C:8](=[CH:9][CH:10]=[C:2]([F:1])[CH:3]=3)[N:7]([CH2:11][CH2:12][CH2:13][OH:14])[CH:6]=2)=[O:17])=[CH:28][CH:27]=1)=[O:41]. Given the reactants [F:1][C:2]1[CH:3]=[C:4]2[C:8](=[CH:9][CH:10]=1)[N:7]([CH2:11][CH2:12][CH2:13][OH:14])[CH:6]=[C:5]2[C:15]([OH:17])=O.[NH2:18][CH2:19][C:20]([C:23]1[CH:28]=[CH:27][C:26]([NH:29][C:30](=[O:41])[C:31]2[CH:36]=[CH:35][C:34]([O:37][CH3:38])=[C:33]([O:39][CH3:40])[CH:32]=2)=[CH:25][CH:24]=1)([CH3:22])[CH3:21].C1C=CC2N(O)N=NC=2C=1.C(Cl)CCl, predict the reaction product. (2) Given the reactants [C:1]1([CH:7]2[CH:16]3[CH2:17][CH2:18][N:19]([C:20]([O-:22])=[O:21])[CH:15]3[C:14]3[CH:13]=[CH:12][CH:11]=[CH:10][C:9]=3[NH:8]2)[CH:6]=[CH:5][CH:4]=[CH:3][CH:2]=1, predict the reaction product. The product is: [C:1]1([C:7]2[C:16]3[CH2:17][CH2:18][N:19]([C:20]([O:22][C:1]([CH3:7])([CH3:6])[CH3:2])=[O:21])[C:15]=3[C:14]3[CH:13]=[CH:12][CH:11]=[CH:10][C:9]=3[N:8]=2)[CH:6]=[CH:5][CH:4]=[CH:3][CH:2]=1. (3) Given the reactants C([N+](CCCC)(CCCC)CCCC)CCC.[P:18]([O:22][CH2:23][C@@H:24]1[C@@H:28]([O:29][P:30]([O:33][CH2:34][C@@H:35]2[C@@H:39]([OH:40])[C@@H:38]([OH:41])[C@H:37]([N:42]3[CH:50]=[N:49][C:48]4[C:43]3=[N:44][CH:45]=[N:46][C:47]=4[NH2:51])[O:36]2)([OH:32])=[O:31])[CH2:27][C@H:26]([N:52]2[CH:57]=[CH:56][C:55]([NH2:58])=[N:54][C:53]2=[O:59])[O:25]1)([OH:21])([OH:20])=[O:19].[C:60]([O:64][C:65]([NH:67][C@H:68]([C:83](OCC#N)=[O:84])[CH2:69][CH2:70][C@@H:71]1[S:75][CH2:74][N:73]([C:76]([O:78][C:79]([CH3:82])([CH3:81])[CH3:80])=[O:77])[CH2:72]1)=[O:66])([CH3:63])([CH3:62])[CH3:61], predict the reaction product. The product is: [NH2:58][C:55]1[CH:56]=[CH:57][N:52]([C@@H:26]2[O:25][C@H:24]([CH2:23][O:22][P:18]([OH:21])([OH:20])=[O:19])[C@@H:28]([O:29][P:30]([O:33][CH2:34][C@@H:35]3[C@@H:39]([O:40][C:83](=[O:84])[C@@H:68]([NH:67][C:65]([O:64][C:60]([CH3:63])([CH3:62])[CH3:61])=[O:66])[CH2:69][CH2:70][C@@H:71]4[S:75][CH2:74][N:73]([C:76]([O:78][C:79]([CH3:82])([CH3:81])[CH3:80])=[O:77])[CH2:72]4)[C@@H:38]([OH:41])[C@H:37]([N:42]4[CH:50]=[N:49][C:48]5[C:43]4=[N:44][CH:45]=[N:46][C:47]=5[NH2:51])[O:36]3)([OH:32])=[O:31])[CH2:27]2)[C:53](=[O:59])[N:54]=1. (4) Given the reactants [C:1]([Cl:4])(=O)C.[N+:5]([C:8]1[CH:17]=[C:16]2[C:11]([CH2:12][C@@H:13]([C:18]([OH:20])=[O:19])[NH:14][CH2:15]2)=[CH:10][CH:9]=1)([O-:7])=[O:6], predict the reaction product. The product is: [ClH:4].[N+:5]([C:8]1[CH:17]=[C:16]2[C:11]([CH2:12][C@@H:13]([C:18]([O:20][CH3:1])=[O:19])[NH:14][CH2:15]2)=[CH:10][CH:9]=1)([O-:7])=[O:6]. (5) Given the reactants [Cl:1][C:2]1[CH:3]=[C:4]([CH2:13][N:14]2[CH:18]=[CH:17][C:16]([C:19]([O:21][CH2:22][CH3:23])=[O:20])=[N:15]2)[CH:5]=[CH:6][C:7]=1/[C:8](/[NH:11][OH:12])=[N:9]/[H].[C:24]1([C:30]2[CH:31]=[C:32]([C:39](O)=O)[S:33][C:34]=2[C:35]([F:38])([F:37])[F:36])[CH:29]=[CH:28][CH:27]=[CH:26][CH:25]=1.C1C=CC2N(O)N=NC=2C=1.CCN=C=NCCCN(C)C, predict the reaction product. The product is: [Cl:1][C:2]1[CH:3]=[C:4]([CH2:13][N:14]2[CH:18]=[CH:17][C:16]([C:19]([O:21][CH2:22][CH3:23])=[O:20])=[N:15]2)[CH:5]=[CH:6][C:7]=1[C:8]1[N:9]=[C:39]([C:32]2[S:33][C:34]([C:35]([F:37])([F:36])[F:38])=[C:30]([C:24]3[CH:29]=[CH:28][CH:27]=[CH:26][CH:25]=3)[CH:31]=2)[O:12][N:11]=1.